Dataset: Reaction yield outcomes from USPTO patents with 853,638 reactions. Task: Predict the reaction yield, written as a fraction of the theoretical maximum amount of product (1.0 means a 100% yield; for example, 0.34 means a 34% yield). The reactants are [OH-].[K+].Cl.[N:4]12[CH2:11][CH2:10][CH:7]([CH2:8][CH2:9]1)[C:6](=[O:12])[CH2:5]2.[N:13]1[CH:18]=[CH:17][CH:16]=[C:15]([CH:19]=O)[CH:14]=1.O. The catalyst is CO. The product is [N:13]1[CH:18]=[CH:17][CH:16]=[C:15]([CH:19]=[C:5]2[C:6](=[O:12])[CH:7]3[CH2:10][CH2:11][N:4]2[CH2:9][CH2:8]3)[CH:14]=1. The yield is 0.820.